This data is from Catalyst prediction with 721,799 reactions and 888 catalyst types from USPTO. The task is: Predict which catalyst facilitates the given reaction. (1) Reactant: [ClH:1].[F:2][C:3]1[CH:4]=[C:5]([CH:9]=[C:10]2[CH2:15][CH2:14][CH2:13][N:12](C(OC(C)(C)C)=O)[CH2:11]2)[CH:6]=[CH:7][CH:8]=1. Product: [ClH:1].[F:2][C:3]1[CH:4]=[C:5]([CH:9]=[C:10]2[CH2:15][CH2:14][CH2:13][NH:12][CH2:11]2)[CH:6]=[CH:7][CH:8]=1. The catalyst class is: 440. (2) Reactant: [F:1][C:2]1[C:3]([CH3:11])=[C:4]([CH:8]=[CH:9][CH:10]=1)[C:5]([OH:7])=[O:6].B(F)(F)F.[CH3:16]COCC. Product: [CH3:16][O:6][C:5](=[O:7])[C:4]1[CH:8]=[CH:9][CH:10]=[C:2]([F:1])[C:3]=1[CH3:11]. The catalyst class is: 5. (3) Reactant: [OH:1][NH:2][C:3](=[O:32])[CH2:4][N:5]1[C:10]2[CH:11]=[C:12]([C:15]([O:17]CC)=[O:16])[CH:13]=[CH:14][C:9]=2[S:8][CH:7]([CH2:20][CH2:21][CH2:22][C:23]2[CH:28]=[CH:27][C:26]([O:29][CH3:30])=[CH:25][CH:24]=2)[C:6]1=[O:31].C1COCC1.[OH-].[Li+].Cl. Product: [OH:1][NH:2][C:3](=[O:32])[CH2:4][N:5]1[C:10]2[CH:11]=[C:12]([C:15]([OH:17])=[O:16])[CH:13]=[CH:14][C:9]=2[S:8][CH:7]([CH2:20][CH2:21][CH2:22][C:23]2[CH:24]=[CH:25][C:26]([O:29][CH3:30])=[CH:27][CH:28]=2)[C:6]1=[O:31]. The catalyst class is: 84. (4) Reactant: [N-:1]=[N+]=[N-].C(OC(OC(C)(C)C)=O)(O[C:7]([CH3:10])(C)[CH3:8])=O.[C:19]([O:22][CH2:23][CH3:24])(=[O:21])C. Product: [CH:7]([CH:24]1[CH2:23][O:22][C:19](=[O:21])[NH:1]1)([CH3:10])[CH3:8]. The catalyst class is: 45. (5) Reactant: Br[CH2:2][CH2:3][C:4]1[CH:9]=[CH:8][C:7]([O:10][CH2:11][C:12]2[CH:17]=[CH:16][CH:15]=[CH:14][CH:13]=2)=[CH:6][CH:5]=1.[C:18]1([C:28]([N:30]2[CH2:35][CH2:34][NH:33][CH2:32][CH2:31]2)=[O:29])[C:27]2[C:22](=[CH:23][CH:24]=[CH:25][CH:26]=2)[CH:21]=[CH:20][CH:19]=1.C(N(C(C)C)CC)(C)C. Product: [C:18]1([C:28]([N:30]2[CH2:35][CH2:34][N:33]([CH2:2][CH2:3][C:4]3[CH:9]=[CH:8][C:7]([O:10][CH2:11][C:12]4[CH:17]=[CH:16][CH:15]=[CH:14][CH:13]=4)=[CH:6][CH:5]=3)[CH2:32][CH2:31]2)=[O:29])[C:27]2[C:22](=[CH:23][CH:24]=[CH:25][CH:26]=2)[CH:21]=[CH:20][CH:19]=1. The catalyst class is: 60. (6) Reactant: [CH2:1]([N:8]1[CH2:13][CH2:12][O:11][C:10]([CH2:15][CH:16]=[O:17])([CH3:14])[C:9]1=[O:18])[C:2]1[CH:7]=[CH:6][CH:5]=[CH:4][CH:3]=1.[BH4-].[Na+].O. Product: [CH2:1]([N:8]1[CH2:13][CH2:12][O:11][C:10]([CH2:15][CH2:16][OH:17])([CH3:14])[C:9]1=[O:18])[C:2]1[CH:3]=[CH:4][CH:5]=[CH:6][CH:7]=1. The catalyst class is: 5. (7) Reactant: [OH-].[K+].O.C(O)C.[F:7][C:8]1[CH:9]=[C:10]([CH:20]=[CH:21][CH:22]=1)[O:11][CH2:12][CH2:13][CH2:14][C:15]([O:17]CC)=[O:16]. Product: [F:7][C:8]1[CH:9]=[C:10]([CH:20]=[CH:21][CH:22]=1)[O:11][CH2:12][CH2:13][CH2:14][C:15]([OH:17])=[O:16]. The catalyst class is: 2. (8) Reactant: Cl[Sn]Cl.[Cl:4][C:5]1[C:6]([C:14]#[N:15])=[N:7][CH:8]=[C:9]([N+:11]([O-])=O)[CH:10]=1.C([O-])(O)=O.[Na+]. Product: [NH2:11][C:9]1[CH:10]=[C:5]([Cl:4])[C:6]([C:14]#[N:15])=[N:7][CH:8]=1. The catalyst class is: 25.